This data is from Reaction yield outcomes from USPTO patents with 853,638 reactions. The task is: Predict the reaction yield, written as a fraction of the theoretical maximum amount of product (1.0 means a 100% yield; for example, 0.34 means a 34% yield). (1) The reactants are [NH:1]1[CH:5]=[C:4]([C:6]([O:8][CH3:9])=[O:7])[N:3]=[CH:2]1.[CH:10]1C=CC(P(C2C=CC=CC=2)C2C=CC=CC=2)=CC=1.[C:29]1([CH3:35])[CH:34]=[CH:33][CH:32]=[CH:31][CH:30]=1.CC(OC(/N=N/C(OC(C)C)=O)=O)C. The catalyst is C1COCC1.CC1C=CC(CO)=CC=1. The product is [CH3:35][C:29]1[CH:34]=[CH:33][C:32]([CH2:10][N:3]2[C:4]([C:6]([O:8][CH3:9])=[O:7])=[CH:5][N:1]=[CH:2]2)=[CH:31][CH:30]=1. The yield is 0.780. (2) The reactants are [CH3:1][C:2]1[CH:7]=[C:6]([O:8][CH2:9][CH2:10][CH2:11][O:12]C2CCCCO2)[CH:5]=[C:4]([CH3:19])[C:3]=1[SiH:20]([CH:24]([CH3:26])[CH3:25])[CH:21]([CH3:23])[CH3:22].C1(C)C=CC(S([O-])(=O)=O)=CC=1.[NH+]1C=CC=CC=1.C([O-])(O)=O.[Na+]. The catalyst is C(O)C. The product is [CH:24]([SiH:20]([CH:21]([CH3:23])[CH3:22])[C:3]1[C:4]([CH3:19])=[CH:5][C:6]([O:8][CH2:9][CH2:10][CH2:11][OH:12])=[CH:7][C:2]=1[CH3:1])([CH3:26])[CH3:25]. The yield is 0.720. (3) The reactants are [Cl:1][C:2]1[N:7]=[C:6]([CH2:8]O)[CH:5]=[CH:4][N:3]=1.S(Cl)([Cl:12])=O. The catalyst is ClCCl. The product is [Cl:1][C:2]1[N:7]=[C:6]([CH2:8][Cl:12])[CH:5]=[CH:4][N:3]=1. The yield is 0.740. (4) The reactants are Br[C:2]1[N:6]([CH2:7][C:8]2[CH:13]=[CH:12][C:11]([O:14][CH3:15])=[CH:10][CH:9]=2)[N:5]=[N:4][N:3]=1.[NH:16]([CH2:18][CH2:19][CH2:20][N:21]([CH3:23])[CH3:22])[NH2:17]. The catalyst is CC(O)C. The product is [CH3:15][O:14][C:11]1[CH:12]=[CH:13][C:8]([CH2:7][N:6]2[C:2]([N:16]([CH2:18][CH2:19][CH2:20][N:21]([CH3:23])[CH3:22])[NH2:17])=[N:3][N:4]=[N:5]2)=[CH:9][CH:10]=1. The yield is 0.570. (5) The catalyst is C(Cl)Cl. The yield is 0.690. The product is [Cl:1][C:2]1[CH:7]=[C:6]([Cl:8])[CH:5]=[CH:4][C:3]=1[O:9][CH2:10][S:11]([CH3:12])=[O:21]. The reactants are [Cl:1][C:2]1[CH:7]=[C:6]([Cl:8])[CH:5]=[CH:4][C:3]=1[O:9][CH2:10][S:11][CH3:12].C1C=C(Cl)C=C(C(OO)=[O:21])C=1. (6) The reactants are [NH:1]1[CH:5]=[CH:4][CH:3]=[CH:2]1.[CH:6](=O)[CH2:7][CH2:8][CH3:9]. No catalyst specified. The product is [NH:1]1[CH:5]=[CH:4][CH:3]=[C:2]1[CH:6]([C:2]1[NH:1][CH:5]=[CH:4][CH:3]=1)[CH2:7][CH2:8][CH3:9]. The yield is 0.450. (7) The reactants are [Br:1][C:2]1[CH:10]=[C:9]([Br:11])[CH:8]=[C:4]([C:5]([OH:7])=O)[C:3]=1[OH:12].[Cl:13][C:14]1[CH:15]=[C:16]([CH:18]=[C:19]([Cl:21])[CH:20]=1)[NH2:17]. No catalyst specified. The product is [Br:1][C:2]1[C:3]([OH:12])=[C:4]([CH:8]=[C:9]([Br:11])[CH:10]=1)[C:5]([NH:17][C:16]1[CH:15]=[C:14]([Cl:13])[CH:20]=[C:19]([Cl:21])[CH:18]=1)=[O:7]. The yield is 0.442. (8) The reactants are [C:1]([C:3]1[C:11]2[C:6](=[CH:7][C:8]([O:12]C)=[CH:9][CH:10]=2)[N:5]([CH2:14][CH3:15])[C:4]=1[C:16]1[CH:21]=[CH:20][C:19]([NH:22][S:23]([CH3:26])(=[O:25])=[O:24])=[CH:18][CH:17]=1)#[N:2].B(Br)(Br)Br.O. The catalyst is C(Cl)Cl. The product is [C:1]([C:3]1[C:11]2[C:6](=[CH:7][C:8]([OH:12])=[CH:9][CH:10]=2)[N:5]([CH2:14][CH3:15])[C:4]=1[C:16]1[CH:17]=[CH:18][C:19]([NH:22][S:23]([CH3:26])(=[O:24])=[O:25])=[CH:20][CH:21]=1)#[N:2]. The yield is 0.220.